Predict the reaction yield, written as a fraction of the theoretical maximum amount of product (1.0 means a 100% yield; for example, 0.34 means a 34% yield). From a dataset of Buchwald-Hartwig C-N cross coupling reaction yields with 55,370 reactions. (1) The reactants are Brc1ccccn1.Cc1ccc(N)cc1.O=S(=O)(O[Pd]1c2ccccc2-c2ccccc2N~1)C(F)(F)F.COc1ccc(OC)c(P([C@]23C[C@H]4C[C@H](C[C@H](C4)C2)C3)[C@]23C[C@H]4C[C@H](C[C@H](C4)C2)C3)c1-c1c(C(C)C)cc(C(C)C)cc1C(C)C.CN1CCCN2CCCN=C12.c1ccc(CN(Cc2ccccc2)c2ccno2)cc1. No catalyst specified. The product is Cc1ccc(Nc2ccccn2)cc1. The yield is 0.397. (2) The reactants are Brc1ccccn1.Cc1ccc(N)cc1.O=S(=O)(O[Pd]1c2ccccc2-c2ccccc2N~1)C(F)(F)F.COc1ccc(OC)c(P(C(C)(C)C)C(C)(C)C)c1-c1c(C(C)C)cc(C(C)C)cc1C(C)C.CN1CCCN2CCCN=C12.COC(=O)c1ccno1. No catalyst specified. The product is Cc1ccc(Nc2ccccn2)cc1. The yield is 0.462. (3) The reactants are FC(F)(F)c1ccc(Cl)cc1.Cc1ccc(N)cc1.O=S(=O)(O[Pd]1c2ccccc2-c2ccccc2N~1)C(F)(F)F.COc1ccc(OC)c(P(C(C)(C)C)C(C)(C)C)c1-c1c(C(C)C)cc(C(C)C)cc1C(C)C.CN(C)C(=NC(C)(C)C)N(C)C.Cc1ccno1. No catalyst specified. The product is Cc1ccc(Nc2ccc(C(F)(F)F)cc2)cc1. The yield is 0.0287. (4) The reactants are Clc1ccccn1.Cc1ccc(N)cc1.O=S(=O)(O[Pd]1c2ccccc2-c2ccccc2N~1)C(F)(F)F.COc1ccc(OC)c(P(C(C)(C)C)C(C)(C)C)c1-c1c(C(C)C)cc(C(C)C)cc1C(C)C.CN(C)C(=NC(C)(C)C)N(C)C.Cc1ccon1. No catalyst specified. The product is Cc1ccc(Nc2ccccn2)cc1. The yield is 0.634. (5) The reactants are FC(F)(F)c1ccc(Cl)cc1.Cc1ccc(N)cc1.O=S(=O)(O[Pd]1c2ccccc2-c2ccccc2N~1)C(F)(F)F.COc1ccc(OC)c(P([C@]23C[C@H]4C[C@H](C[C@H](C4)C2)C3)[C@]23C[C@H]4C[C@H](C[C@H](C4)C2)C3)c1-c1c(C(C)C)cc(C(C)C)cc1C(C)C.CCN=P(N=P(N(C)C)(N(C)C)N(C)C)(N(C)C)N(C)C.COC(=O)c1ccno1. No catalyst specified. The product is Cc1ccc(Nc2ccc(C(F)(F)F)cc2)cc1. The yield is 0.0345.